From a dataset of Reaction yield outcomes from USPTO patents with 853,638 reactions. Predict the reaction yield, written as a fraction of the theoretical maximum amount of product (1.0 means a 100% yield; for example, 0.34 means a 34% yield). (1) The reactants are Cl.[O:2]=[C:3]1[NH:12][C:11]2[N:10]=[CH:9][C:8](/[CH:13]=[CH:14]/[C:15]([OH:17])=O)=[CH:7][C:6]=2[CH2:5][CH2:4]1.C1C=CC2N(O)N=NC=2C=1.CCN(C(C)C)C(C)C.[NH:37]1[CH2:42][CH2:41][CH:40]([CH2:43][CH2:44][OH:45])[CH2:39][CH2:38]1.CCN=C=NCCCN(C)C. The catalyst is CN(C=O)C. The product is [OH:45][CH2:44][CH2:43][CH:40]1[CH2:41][CH2:42][N:37]([C:15](=[O:17])/[CH:14]=[CH:13]/[C:8]2[CH:7]=[C:6]3[C:11](=[N:10][CH:9]=2)[NH:12][C:3](=[O:2])[CH2:4][CH2:5]3)[CH2:38][CH2:39]1. The yield is 0.550. (2) The reactants are [Cl:1][C:2]1[CH:7]=[CH:6][CH:5]=[C:4]([Cl:8])[C:3]=1[OH:9].[Si:10](Cl)([C:13]([CH3:16])([CH3:15])[CH3:14])([CH3:12])[CH3:11].N1C=CN=C1.O. The catalyst is CN(C)C=O. The product is [C:13]([Si:10]([O:9][C:3]1[C:2]([Cl:1])=[CH:7][CH:6]=[CH:5][C:4]=1[Cl:8])([CH3:12])[CH3:11])([CH3:16])([CH3:15])[CH3:14]. The yield is 0.980. (3) The reactants are C1C2C(COC(=O)[NH:17][C@H:18]3[CH2:22][C@@H:21]([C:23](=[O:32])[NH:24][CH2:25][C:26]4[CH:31]=[CH:30][CH:29]=[CH:28][CH:27]=4)[N:20]([C:33](=[O:55])[C@@H:34]([NH:41][C:42](=[O:54])[C@@H:43]([N:45]([C:47]([O:49][C:50]([CH3:53])([CH3:52])[CH3:51])=[O:48])[CH3:46])[CH3:44])[CH:35]4[CH2:40][CH2:39][CH2:38][CH2:37][CH2:36]4)[CH2:19]3)C3C(=CC=CC=3)C=2C=CC=1.N1CCCCC1. The catalyst is CN(C=O)C. The product is [C:50]([O:49][C:47](=[O:48])[N:45]([C@H:43]([C:42](=[O:54])[NH:41][C@@H:34]([CH:35]1[CH2:36][CH2:37][CH2:38][CH2:39][CH2:40]1)[C:33]([N:20]1[CH2:19][C@@H:18]([NH2:17])[CH2:22][C@H:21]1[C:23](=[O:32])[NH:24][CH2:25][C:26]1[CH:31]=[CH:30][CH:29]=[CH:28][CH:27]=1)=[O:55])[CH3:44])[CH3:46])([CH3:51])([CH3:52])[CH3:53]. The yield is 0.520.